Dataset: Catalyst prediction with 721,799 reactions and 888 catalyst types from USPTO. Task: Predict which catalyst facilitates the given reaction. (1) Reactant: [Cl:1][C:2]1[CH:3]=[C:4]2[C:8](=[CH:9][CH:10]=1)[NH:7][C:6](=[O:11])[C:5]2=[CH:12][C:13]1[O:14][C:15]([C:18]2[CH:23]=[CH:22][CH:21]=[C:20]([C:24]([N:26]3[CH2:32][CH2:31][CH2:30][N:29]([CH3:33])[CH2:28][CH2:27]3)=[O:25])[CH:19]=2)=[CH:16][CH:17]=1.[BH4-].[Na+].O. Product: [Cl:1][C:2]1[CH:3]=[C:4]2[C:8](=[CH:9][CH:10]=1)[NH:7][C:6](=[O:11])[CH:5]2[CH2:12][C:13]1[O:14][C:15]([C:18]2[CH:23]=[CH:22][CH:21]=[C:20]([C:24]([N:26]3[CH2:32][CH2:31][CH2:30][N:29]([CH3:33])[CH2:28][CH2:27]3)=[O:25])[CH:19]=2)=[CH:16][CH:17]=1. The catalyst class is: 5. (2) Product: [CH3:1][O:2][C:3]([C:5]1[C:18]([NH:19][C:20]2[CH:25]=[CH:24][C:23]([Br:26])=[CH:22][C:21]=2[Cl:27])=[C:17]([F:28])[C:8]2[N:9]=[CH:10][N:11]([CH2:12][CH2:13][C:14](=[O:15])[N:35]3[CH2:30][CH2:29][CH2:34][CH2:33]3)[C:7]=2[CH:6]=1)=[O:4]. The catalyst class is: 173. Reactant: [CH3:1][O:2][C:3]([C:5]1[C:18]([NH:19][C:20]2[CH:25]=[CH:24][C:23]([Br:26])=[CH:22][C:21]=2[Cl:27])=[C:17]([F:28])[C:8]2[N:9]=[CH:10][N:11]([CH2:12][CH2:13][C:14](O)=[O:15])[C:7]=2[CH:6]=1)=[O:4].[CH:29]1[CH:30]=CC2N(O)N=[N:35][C:33]=2[CH:34]=1.O.CCN(CC)CC.N1CCCC1.CCN=C=NCCCN(C)C.Cl. (3) Reactant: [ClH:1].[CH2:2]([S:4]([C:7]1[CH:12]=[CH:11][C:10]([C:13]2[CH:22]=[CH:21][C:20]3[C:15](=[CH:16][CH:17]=[C:18]([O:23]C)[CH:19]=3)[C:14]=2[O:25][C:26]2[CH:40]=[CH:39][C:29]([O:30][CH2:31][CH2:32][N:33]3[CH2:38][CH2:37][CH2:36][CH2:35][CH2:34]3)=[CH:28][CH:27]=2)=[CH:9][CH:8]=1)(=[O:6])=[O:5])[CH3:3].C(S(C1C=CC(C2C(OC3C=CC(OCCN4CCCCC4)=CC=3)=C3C(=CC=2)C=C(O)C=C3)=CC=1)(=O)=O)C.Cl. Product: [ClH:1].[CH2:2]([S:4]([C:7]1[CH:8]=[CH:9][C:10]([C:13]2[C:14]([O:25][C:26]3[CH:40]=[CH:39][C:29]([O:30][CH2:31][CH2:32][N:33]4[CH2:38][CH2:37][CH2:36][CH2:35][CH2:34]4)=[CH:28][CH:27]=3)=[C:15]3[C:20](=[CH:21][CH:22]=2)[CH:19]=[C:18]([OH:23])[CH:17]=[CH:16]3)=[CH:11][CH:12]=1)(=[O:5])=[O:6])[CH3:3]. The catalyst class is: 698. (4) Reactant: [CH3:1][C:2]([CH3:37])([CH3:36])[C:3]([N:5]1[N:9]=[C:8]([NH:10][C:11](=[O:20])[CH:12]([C:14]2[CH:19]=[CH:18][CH:17]=[CH:16][CH:15]=2)[CH3:13])[S:7][C:6]1([CH2:27][CH2:28][CH2:29][C:30]([NH:32][CH2:33][CH2:34][OH:35])=[O:31])[C:21]1[CH:26]=[CH:25][CH:24]=[CH:23][CH:22]=1)=[O:4].N1C=CC=CC=1.[Si:44](Cl)([C:47]([CH3:50])([CH3:49])[CH3:48])([CH3:46])[CH3:45].Cl. Product: [O:35]([CH2:34][CH2:33][NH:32][C:30](=[O:31])[CH2:29][CH2:28][CH2:27][C:6]1([C:21]2[CH:26]=[CH:25][CH:24]=[CH:23][CH:22]=2)[N:5]([C:3](=[O:4])[C:2]([CH3:36])([CH3:1])[CH3:37])[N:9]=[C:8]([NH:10][C:11](=[O:20])[CH:12]([C:14]2[CH:19]=[CH:18][CH:17]=[CH:16][CH:15]=2)[CH3:13])[S:7]1)[Si:44]([C:47]([CH3:50])([CH3:49])[CH3:48])([CH3:46])[CH3:45]. The catalyst class is: 229.